This data is from Reaction yield outcomes from USPTO patents with 853,638 reactions. The task is: Predict the reaction yield, written as a fraction of the theoretical maximum amount of product (1.0 means a 100% yield; for example, 0.34 means a 34% yield). (1) The reactants are Br[C:2]1[C:10]2[C:9]([NH:11][C@H:12]([C:14]3[N:19]([C:20]4[CH:25]=[CH:24][CH:23]=[CH:22][CH:21]=4)[C:18](=[O:26])[C:17]4=[C:27]([CH3:30])[CH:28]=[CH:29][N:16]4[N:15]=3)[CH3:13])=[N:8][CH:7]=[N:6][C:5]=2[N:4]([CH2:31][O:32][CH2:33][CH2:34][Si:35]([CH3:38])([CH3:37])[CH3:36])[CH:3]=1.[NH2:39][C:40]1[O:44][C:43]([C:45]2[CH:46]=[C:47]([OH:60])[CH:48]=[C:49](B3OC(C)(C)C(C)(C)O3)[CH:50]=2)=[N:42][N:41]=1.C(=O)([O-])[O-].[Na+].[Na+]. The catalyst is C1C=CC([P]([Pd]([P](C2C=CC=CC=2)(C2C=CC=CC=2)C2C=CC=CC=2)([P](C2C=CC=CC=2)(C2C=CC=CC=2)C2C=CC=CC=2)[P](C2C=CC=CC=2)(C2C=CC=CC=2)C2C=CC=CC=2)(C2C=CC=CC=2)C2C=CC=CC=2)=CC=1. The product is [NH2:39][C:40]1[O:44][C:43]([C:45]2[CH:50]=[C:49]([C:2]3[C:10]4[C:9]([NH:11][C@H:12]([C:14]5[N:19]([C:20]6[CH:25]=[CH:24][CH:23]=[CH:22][CH:21]=6)[C:18](=[O:26])[C:17]6=[C:27]([CH3:30])[CH:28]=[CH:29][N:16]6[N:15]=5)[CH3:13])=[N:8][CH:7]=[N:6][C:5]=4[N:4]([CH2:31][O:32][CH2:33][CH2:34][Si:35]([CH3:38])([CH3:37])[CH3:36])[CH:3]=3)[CH:48]=[C:47]([OH:60])[CH:46]=2)=[N:42][N:41]=1. The yield is 0.130. (2) The product is [CH3:5][O:6][C:7]1[CH:8]=[C:9]([CH:23]=[CH:24][C:25]=1[O:26][CH3:27])[O:10][CH:11]([C:15]1[CH:22]=[CH:21][C:18]([C:19]#[N:20])=[CH:17][CH:16]=1)[CH2:12][CH2:13][CH2:14][OH:30]. The catalyst is C1COCC1. The yield is 0.770. The reactants are B.CSC.[CH3:5][O:6][C:7]1[CH:8]=[C:9]([CH:23]=[CH:24][C:25]=1[O:26][CH3:27])[O:10][CH:11]([C:15]1[CH:22]=[CH:21][C:18]([C:19]#[N:20])=[CH:17][CH:16]=1)[CH2:12][CH:13]=[CH2:14].O.B1([O-])O[O:30]1.O.O.O.O.[Na+]. (3) The product is [CH3:13][O:1][C:2]1[C:10]([CH3:11])=[CH:9][CH:8]=[C:7]2[C:3]=1[CH2:4][CH2:5][C:6]2=[O:12]. The yield is 0.825. The reactants are [OH:1][C:2]1[C:10]([CH3:11])=[CH:9][CH:8]=[C:7]2[C:3]=1[CH2:4][CH2:5][C:6]2=[O:12].[C:13](=O)([O-])[O-].[K+].[K+].S(OC)(OC)(=O)=O.O. The catalyst is CN(C)C=O. (4) The catalyst is O1CCCC1. The reactants are [Br:1][C:2]1[CH:3]=[C:4]([NH2:18])[C:5]([NH2:17])=[CH:6][C:7]=1[O:8][C:9]1[CH:14]=[CH:13][C:12]([F:15])=[CH:11][C:10]=1[F:16].[CH:19]([O-])([O-])OCC.O.C1(C)C=CC(S(O)(=O)=O)=CC=1. The product is [Br:1][C:2]1[C:7]([O:8][C:9]2[CH:14]=[CH:13][C:12]([F:15])=[CH:11][C:10]=2[F:16])=[CH:6][C:5]2[N:17]=[CH:19][NH:18][C:4]=2[CH:3]=1. The yield is 0.740. (5) The reactants are [F:1][C:2]1[CH:7]=[CH:6][C:5]([NH:8][C:9]2[N:14]3[N:15]=[CH:16][C:17]([C:18](O)=[O:19])=[C:13]3[N:12]=[CH:11][C:10]=2[C:21]([N:23]2[CH2:28][CH2:27][CH:26]([C:29]3[CH:34]=[CH:33][CH:32]=[CH:31][CH:30]=3)[CH2:25][CH2:24]2)=[O:22])=[C:4]([CH3:35])[CH:3]=1.[CH2:36]([S:38]([NH2:41])(=[O:40])=[O:39])[CH3:37]. No catalyst specified. The product is [F:1][C:2]1[CH:7]=[CH:6][C:5]([NH:8][C:9]2[N:14]3[N:15]=[CH:16][C:17]([C:18]([NH:41][S:38]([CH2:36][CH3:37])(=[O:40])=[O:39])=[O:19])=[C:13]3[N:12]=[CH:11][C:10]=2[C:21]([N:23]2[CH2:24][CH2:25][CH:26]([C:29]3[CH:30]=[CH:31][CH:32]=[CH:33][CH:34]=3)[CH2:27][CH2:28]2)=[O:22])=[C:4]([CH3:35])[CH:3]=1. The yield is 0.280. (6) The reactants are C([O-])([O-])=O.[K+].[K+].[Br:7][C:8]1[C:16]2[C:11](=[N:12][CH:13]=[C:14]([NH:17][C:18](=[O:40])[C:19]3[C:24]([F:25])=[CH:23][CH:22]=[C:21]([N:26](S(CCC)(=O)=O)[S:27]([CH2:30][CH2:31][CH3:32])(=[O:29])=[O:28])[C:20]=3[F:39])[CH:15]=2)[N:10](S(C2C=CC(C)=CC=2)(=O)=O)[N:9]=1. The catalyst is CO.O. The product is [Br:7][C:8]1[C:16]2[C:11](=[N:12][CH:13]=[C:14]([NH:17][C:18](=[O:40])[C:19]3[C:24]([F:25])=[CH:23][CH:22]=[C:21]([NH:26][S:27]([CH2:30][CH2:31][CH3:32])(=[O:29])=[O:28])[C:20]=3[F:39])[CH:15]=2)[NH:10][N:9]=1. The yield is 0.370. (7) The reactants are Cl[CH2:2][CH2:3][CH2:4][N:5]1[C:14]2[C:9](=[CH:10][CH:11]=[C:12]([CH3:15])[CH:13]=2)[CH:8]=[CH:7][C:6]1=[O:16].C([O-])([O-])=O.[K+].[K+].[CH2:23]([CH:27]1[CH2:32][CH2:31][NH:30][CH2:29][CH2:28]1)[CH2:24][CH2:25][CH3:26].CCOC(C)=O. The catalyst is CC#N.O. The product is [CH2:23]([CH:27]1[CH2:32][CH2:31][N:30]([CH2:2][CH2:3][CH2:4][N:5]2[C:14]3[C:9](=[CH:10][CH:11]=[C:12]([CH3:15])[CH:13]=3)[CH:8]=[CH:7][C:6]2=[O:16])[CH2:29][CH2:28]1)[CH2:24][CH2:25][CH3:26]. The yield is 0.0600.